This data is from Full USPTO retrosynthesis dataset with 1.9M reactions from patents (1976-2016). The task is: Predict the reactants needed to synthesize the given product. (1) Given the product [CH2:1]([O:8][C:9]1[CH:10]=[C:11]([CH2:17][CH:18]([NH:20][CH:21]=[O:22])[CH3:19])[CH:12]=[CH:13][C:14]=1[O:15][CH3:16])[C:2]1[CH:3]=[CH:4][CH:5]=[CH:6][CH:7]=1, predict the reactants needed to synthesize it. The reactants are: [CH2:1]([O:8][C:9]1[CH:10]=[C:11]([CH2:17][CH:18]([NH2:20])[CH3:19])[CH:12]=[CH:13][C:14]=1[O:15][CH3:16])[C:2]1[CH:7]=[CH:6][CH:5]=[CH:4][CH:3]=1.[CH:21](O)=[O:22]. (2) Given the product [C:1]([C:5]1[CH:6]=[CH:7][C:8]2[CH:9]([CH2:47][C:46]3[C:49]([CH3:53])=[CH:50][CH:44]([C:30]([CH3:31])([CH3:38])[CH3:29])[CH:45]=3)[C:10]3[C:15]([C:16]=2[CH:17]=1)=[CH:14][C:13]([C:18]([CH3:21])([CH3:20])[CH3:19])=[CH:12][CH:11]=3)([CH3:4])([CH3:3])[CH3:2], predict the reactants needed to synthesize it. The reactants are: [C:1]([C:5]1[CH:6]=[C:7]([Li])[C:8]2[CH2:9][C:10]3[C:15]([C:16]=2[CH:17]=1)=[CH:14][C:13]([C:18]([CH3:21])([CH3:20])[CH3:19])=[CH:12][CH:11]=3)([CH3:4])([CH3:3])[CH3:2].[C:31]([C:30]1[CH:38]=[CH:29][C:30]2[CH2:31]C3C([C:38]=2[CH:29]=1)=[CH:38][C:30]([C:31](C)(C)C)=[CH:29]C=3)(C)(C)C.[CH2:44]([Li])[CH2:45][CH2:46][CH3:47].[CH2:49]1[CH2:53]OC[CH2:50]1.